This data is from Full USPTO retrosynthesis dataset with 1.9M reactions from patents (1976-2016). The task is: Predict the reactants needed to synthesize the given product. Given the product [CH3:25][C:22]([O:21][C:20]([NH:19][CH:14]1[CH2:13][C:12]2[N:11]=[CH:10][C:9]([NH:8][C:7]3[C:2]([NH:1][CH2:30][C:31]([O:33][CH2:34][CH3:35])=[O:32])=[N:3][CH:4]=[C:5]([O:27][CH3:28])[CH:6]=3)=[CH:18][C:17]=2[CH2:16][CH2:15]1)=[O:26])([CH3:23])[CH3:24], predict the reactants needed to synthesize it. The reactants are: [NH2:1][C:2]1[C:7]([NH:8][C:9]2[CH:10]=[N:11][C:12]3[CH2:13][CH:14]([NH:19][C:20](=[O:26])[O:21][C:22]([CH3:25])([CH3:24])[CH3:23])[CH2:15][CH2:16][C:17]=3[CH:18]=2)=[CH:6][C:5]([O:27][CH3:28])=[CH:4][N:3]=1.O=[CH:30][C:31]([O:33][CH2:34][CH3:35])=[O:32].[BH4-].[Na+].